Dataset: NCI-60 drug combinations with 297,098 pairs across 59 cell lines. Task: Regression. Given two drug SMILES strings and cell line genomic features, predict the synergy score measuring deviation from expected non-interaction effect. (1) Synergy scores: CSS=0.978, Synergy_ZIP=1.20, Synergy_Bliss=2.64, Synergy_Loewe=-0.661, Synergy_HSA=-0.842. Drug 2: CN1C(=O)N2C=NC(=C2N=N1)C(=O)N. Drug 1: CC1=CC=C(C=C1)C2=CC(=NN2C3=CC=C(C=C3)S(=O)(=O)N)C(F)(F)F. Cell line: NCI-H522. (2) Drug 1: C1CC(=O)NC(=O)C1N2CC3=C(C2=O)C=CC=C3N. Drug 2: CC1CCC2CC(C(=CC=CC=CC(CC(C(=O)C(C(C(=CC(C(=O)CC(OC(=O)C3CCCCN3C(=O)C(=O)C1(O2)O)C(C)CC4CCC(C(C4)OC)O)C)C)O)OC)C)C)C)OC. Cell line: BT-549. Synergy scores: CSS=26.6, Synergy_ZIP=-2.36, Synergy_Bliss=-2.61, Synergy_Loewe=-12.5, Synergy_HSA=0.138. (3) Drug 1: CC1CCC2CC(C(=CC=CC=CC(CC(C(=O)C(C(C(=CC(C(=O)CC(OC(=O)C3CCCCN3C(=O)C(=O)C1(O2)O)C(C)CC4CCC(C(C4)OC)OCCO)C)C)O)OC)C)C)C)OC. Drug 2: CS(=O)(=O)OCCCCOS(=O)(=O)C. Cell line: RPMI-8226. Synergy scores: CSS=41.4, Synergy_ZIP=-8.72, Synergy_Bliss=-6.80, Synergy_Loewe=-51.4, Synergy_HSA=-2.06.